From a dataset of Catalyst prediction with 721,799 reactions and 888 catalyst types from USPTO. Predict which catalyst facilitates the given reaction. (1) Product: [ClH:1].[ClH:1].[Cl:1][C:2]1[CH:17]=[C:16]([F:18])[CH:15]=[CH:14][C:3]=1[C:4]([NH:6][C:7]1[CH:12]=[CH:11][CH:10]=[C:9]([NH:13][CH:23]2[CH2:24][CH2:25][N:20]([CH3:19])[CH2:21][CH2:22]2)[CH:8]=1)=[O:5]. Reactant: [Cl:1][C:2]1[CH:17]=[C:16]([F:18])[CH:15]=[CH:14][C:3]=1[C:4]([NH:6][C:7]1[CH:12]=[CH:11][CH:10]=[C:9]([NH2:13])[CH:8]=1)=[O:5].[CH3:19][N:20]1[CH2:25][CH2:24][C:23](=O)[CH2:22][CH2:21]1.C(O[BH-](OC(=O)C)OC(=O)C)(=O)C.[Na+].C(O)(=O)C. The catalyst class is: 4. (2) Reactant: [CH2:1]([C:3]1[C:8](/[CH:9]=[CH:10]/[O:11]C)=[CH:7][CH:6]=[CH:5][C:4]=1[C:13]1[N:17]=[C:16]([C:18]2[CH:23]=[CH:22][C:21]([O:24][CH:25]([CH3:27])[CH3:26])=[C:20]([C:28]([F:31])([F:30])[F:29])[CH:19]=2)[S:15][N:14]=1)[CH3:2].Cl. Product: [CH2:1]([C:3]1[C:4]([C:13]2[N:17]=[C:16]([C:18]3[CH:23]=[CH:22][C:21]([O:24][CH:25]([CH3:27])[CH3:26])=[C:20]([C:28]([F:30])([F:29])[F:31])[CH:19]=3)[S:15][N:14]=2)=[CH:5][CH:6]=[CH:7][C:8]=1[CH2:9][CH:10]=[O:11])[CH3:2]. The catalyst class is: 7. (3) Reactant: [O:1]1[C:10]2[CH:9]=[C:8]([CH2:11][NH:12][C@H:13]3[CH2:18][CH2:17][N:16]([C:19]([O:21][CH2:22][C:23]4[CH:28]=[CH:27][CH:26]=[CH:25][CH:24]=4)=[O:20])[CH2:15][C@H:14]3[OH:29])[N:7]=[CH:6][C:5]=2[O:4][CH2:3][CH2:2]1.C(=O)(O)[O-].[Na+].[C:35](O[C:35]([O:37][C:38]([CH3:41])([CH3:40])[CH3:39])=[O:36])([O:37][C:38]([CH3:41])([CH3:40])[CH3:39])=[O:36]. Product: [O:1]1[C:10]2[CH:9]=[C:8]([CH2:11][N:12]([C:35]([O:37][C:38]([CH3:41])([CH3:40])[CH3:39])=[O:36])[C@H:13]3[CH2:18][CH2:17][N:16]([C:19]([O:21][CH2:22][C:23]4[CH:28]=[CH:27][CH:26]=[CH:25][CH:24]=4)=[O:20])[CH2:15][C@H:14]3[OH:29])[N:7]=[CH:6][C:5]=2[O:4][CH2:3][CH2:2]1. The catalyst class is: 5. (4) Product: [C:14]([C:11]1[CH:12]=[CH:13][C:8]2[N:7]=[C:25]([C:27]3[CH:32]=[CH:31][CH:30]=[C:29]([Cl:33])[CH:28]=3)[CH2:24][C:23](=[O:34])[NH:22][C:9]=2[CH:10]=1)(=[O:21])[C:15]1[CH:20]=[CH:19][CH:18]=[CH:17][CH:16]=1. The catalyst class is: 2. Reactant: C(OC(=O)[NH:7][C:8]1[CH:13]=[CH:12][C:11]([C:14](=[O:21])[C:15]2[CH:20]=[CH:19][CH:18]=[CH:17][CH:16]=2)=[CH:10][C:9]=1[NH:22][C:23](=[O:34])[CH2:24][C:25]([C:27]1[CH:32]=[CH:31][CH:30]=[C:29]([Cl:33])[CH:28]=1)=O)(C)(C)C.C(O)(C(F)(F)F)=O. (5) Reactant: C(N(CC)CC)C.Cl.[CH3:9][O:10][C:11]([C:13]1[C:14]2[CH:15]=[CH:16][NH:17][C:18]=2[CH:19]=[C:20]([NH2:22])[CH:21]=1)=[O:12].[C:23](O[C:23]([O:25][C:26]([CH3:29])([CH3:28])[CH3:27])=[O:24])([O:25][C:26]([CH3:29])([CH3:28])[CH3:27])=[O:24]. Product: [CH3:9][O:10][C:11]([C:13]1[C:14]2[CH:15]=[CH:16][NH:17][C:18]=2[CH:19]=[C:20]([NH:22][C:23]([O:25][C:26]([CH3:29])([CH3:28])[CH3:27])=[O:24])[CH:21]=1)=[O:12]. The catalyst class is: 23. (6) Reactant: C(N([CH2:6][CH3:7])CC)C.[C:8]1([CH3:18])[CH:13]=[CH:12][C:11]([S:14](Cl)(=[O:16])=[O:15])=[CH:10][CH:9]=1.[CH2:19]1[O:23][C@@H:22]2[C@@H:24]([OH:27])[CH2:25][O:26][C@@H:21]2[C@@H:20]1[OH:28]. Product: [CH3:18][C:8]1[CH:13]=[CH:12][C:11]([S:14]([O:28][C@@H:20]2[CH2:19][O:23][C@@H:22]3[C@@H:24]([O:27][S:14]([C:11]4[CH:12]=[CH:13][C:6]([CH3:7])=[CH:9][CH:10]=4)(=[O:16])=[O:15])[CH2:25][O:26][C@H:21]23)(=[O:16])=[O:15])=[CH:10][CH:9]=1. The catalyst class is: 4.